This data is from NCI-60 drug combinations with 297,098 pairs across 59 cell lines. The task is: Regression. Given two drug SMILES strings and cell line genomic features, predict the synergy score measuring deviation from expected non-interaction effect. (1) Drug 1: C1=CC(=C2C(=C1NCCNCCO)C(=O)C3=C(C=CC(=C3C2=O)O)O)NCCNCCO. Drug 2: C1CN1P(=S)(N2CC2)N3CC3. Cell line: SK-OV-3. Synergy scores: CSS=45.8, Synergy_ZIP=-3.97, Synergy_Bliss=-2.73, Synergy_Loewe=-25.0, Synergy_HSA=-1.22. (2) Drug 1: CC1=C(C(=CC=C1)Cl)NC(=O)C2=CN=C(S2)NC3=CC(=NC(=N3)C)N4CCN(CC4)CCO. Drug 2: COC1=C2C(=CC3=C1OC=C3)C=CC(=O)O2. Cell line: TK-10. Synergy scores: CSS=39.5, Synergy_ZIP=1.59, Synergy_Bliss=1.62, Synergy_Loewe=-27.1, Synergy_HSA=2.10. (3) Synergy scores: CSS=5.46, Synergy_ZIP=-0.920, Synergy_Bliss=-0.225, Synergy_Loewe=-2.15, Synergy_HSA=0.913. Drug 1: COC1=NC(=NC2=C1N=CN2C3C(C(C(O3)CO)O)O)N. Drug 2: CNC(=O)C1=NC=CC(=C1)OC2=CC=C(C=C2)NC(=O)NC3=CC(=C(C=C3)Cl)C(F)(F)F. Cell line: MDA-MB-435. (4) Drug 1: CC(C)(C#N)C1=CC(=CC(=C1)CN2C=NC=N2)C(C)(C)C#N. Drug 2: CN(CCCl)CCCl.Cl. Cell line: MCF7. Synergy scores: CSS=10.6, Synergy_ZIP=-3.59, Synergy_Bliss=2.02, Synergy_Loewe=-0.996, Synergy_HSA=-0.234. (5) Drug 1: C1=CC(=CC=C1CCC2=CNC3=C2C(=O)NC(=N3)N)C(=O)NC(CCC(=O)O)C(=O)O. Drug 2: CC1=C(N=C(N=C1N)C(CC(=O)N)NCC(C(=O)N)N)C(=O)NC(C(C2=CN=CN2)OC3C(C(C(C(O3)CO)O)O)OC4C(C(C(C(O4)CO)O)OC(=O)N)O)C(=O)NC(C)C(C(C)C(=O)NC(C(C)O)C(=O)NCCC5=NC(=CS5)C6=NC(=CS6)C(=O)NCCC[S+](C)C)O. Cell line: PC-3. Synergy scores: CSS=46.6, Synergy_ZIP=-0.243, Synergy_Bliss=0.706, Synergy_Loewe=1.22, Synergy_HSA=2.23. (6) Drug 2: CN(CC1=CN=C2C(=N1)C(=NC(=N2)N)N)C3=CC=C(C=C3)C(=O)NC(CCC(=O)O)C(=O)O. Drug 1: CC1CCC2CC(C(=CC=CC=CC(CC(C(=O)C(C(C(=CC(C(=O)CC(OC(=O)C3CCCCN3C(=O)C(=O)C1(O2)O)C(C)CC4CCC(C(C4)OC)OCCO)C)C)O)OC)C)C)C)OC. Synergy scores: CSS=2.89, Synergy_ZIP=-6.57, Synergy_Bliss=-3.59, Synergy_Loewe=-14.0, Synergy_HSA=-3.74. Cell line: SK-MEL-5. (7) Drug 1: CN1CCC(CC1)COC2=C(C=C3C(=C2)N=CN=C3NC4=C(C=C(C=C4)Br)F)OC. Drug 2: CC12CCC3C(C1CCC2=O)CC(=C)C4=CC(=O)C=CC34C. Cell line: UACC62. Synergy scores: CSS=24.6, Synergy_ZIP=-0.215, Synergy_Bliss=-0.0527, Synergy_Loewe=-4.50, Synergy_HSA=0.670.